This data is from Peptide-MHC class II binding affinity with 134,281 pairs from IEDB. The task is: Regression. Given a peptide amino acid sequence and an MHC pseudo amino acid sequence, predict their binding affinity value. This is MHC class II binding data. (1) The peptide sequence is TLLRAVESYLLAHSD. The MHC is DRB3_0202 with pseudo-sequence DRB3_0202. The binding affinity (normalized) is 0.350. (2) The peptide sequence is STHEMYYVSGARSNV. The MHC is DRB4_0103 with pseudo-sequence DRB4_0103. The binding affinity (normalized) is 0.552. (3) The peptide sequence is SYLQDSDPDSFQD. The MHC is DRB1_0401 with pseudo-sequence DRB1_0401. The binding affinity (normalized) is 0.465. (4) The peptide sequence is EKKYFAATQFEPLSA. The MHC is HLA-DQA10501-DQB10201 with pseudo-sequence HLA-DQA10501-DQB10201. The binding affinity (normalized) is 0.467. (5) The MHC is DRB1_0101 with pseudo-sequence DRB1_0101. The binding affinity (normalized) is 0.272. The peptide sequence is YSDRQGKTPLTLVDI. (6) The peptide sequence is HSNWRAMASDFNLPP. The MHC is DRB1_1101 with pseudo-sequence DRB1_1101. The binding affinity (normalized) is 0.579. (7) The peptide sequence is YDKFLACVSTVLTGK. The MHC is DRB1_0401 with pseudo-sequence DRB1_0401. The binding affinity (normalized) is 0.679. (8) The peptide sequence is AAATAGTTVYGAFAH. The MHC is HLA-DQA10401-DQB10402 with pseudo-sequence HLA-DQA10401-DQB10402. The binding affinity (normalized) is 0.368. (9) The peptide sequence is PKRGSGKDSHHPARTA. The binding affinity (normalized) is 0.0834. The MHC is HLA-DPA10103-DPB10401 with pseudo-sequence HLA-DPA10103-DPB10401.